Dataset: NCI-60 drug combinations with 297,098 pairs across 59 cell lines. Task: Regression. Given two drug SMILES strings and cell line genomic features, predict the synergy score measuring deviation from expected non-interaction effect. (1) Drug 1: C1=CC(=CC=C1C#N)C(C2=CC=C(C=C2)C#N)N3C=NC=N3. Drug 2: CN(CC1=CN=C2C(=N1)C(=NC(=N2)N)N)C3=CC=C(C=C3)C(=O)NC(CCC(=O)O)C(=O)O. Cell line: HS 578T. Synergy scores: CSS=27.6, Synergy_ZIP=1.59, Synergy_Bliss=0.635, Synergy_Loewe=-29.5, Synergy_HSA=1.82. (2) Drug 1: CC1=C2C(C(=O)C3(C(CC4C(C3C(C(C2(C)C)(CC1OC(=O)C(C(C5=CC=CC=C5)NC(=O)OC(C)(C)C)O)O)OC(=O)C6=CC=CC=C6)(CO4)OC(=O)C)OC)C)OC. Drug 2: COC1=C(C=C2C(=C1)N=CN=C2NC3=CC(=C(C=C3)F)Cl)OCCCN4CCOCC4. Cell line: EKVX. Synergy scores: CSS=68.5, Synergy_ZIP=9.88, Synergy_Bliss=9.29, Synergy_Loewe=15.8, Synergy_HSA=17.1. (3) Drug 1: C1=CN(C(=O)N=C1N)C2C(C(C(O2)CO)O)O.Cl. Drug 2: COCCOC1=C(C=C2C(=C1)C(=NC=N2)NC3=CC=CC(=C3)C#C)OCCOC.Cl. Cell line: HCT-15. Synergy scores: CSS=36.1, Synergy_ZIP=1.62, Synergy_Bliss=8.11, Synergy_Loewe=-5.62, Synergy_HSA=5.28. (4) Drug 1: C1C(C(OC1N2C=NC(=NC2=O)N)CO)O. Drug 2: CC1C(C(CC(O1)OC2CC(CC3=C2C(=C4C(=C3O)C(=O)C5=C(C4=O)C(=CC=C5)OC)O)(C(=O)CO)O)N)O.Cl. Cell line: TK-10. Synergy scores: CSS=39.1, Synergy_ZIP=2.46, Synergy_Bliss=2.77, Synergy_Loewe=-18.0, Synergy_HSA=3.64.